From a dataset of Reaction yield outcomes from USPTO patents with 853,638 reactions. Predict the reaction yield, written as a fraction of the theoretical maximum amount of product (1.0 means a 100% yield; for example, 0.34 means a 34% yield). (1) The yield is 0.930. The catalyst is ClCCl. The product is [F:30][C:11]1[C:12]([CH3:29])=[C:13]([O:16][C@H:17]2[CH2:22][CH2:21][CH2:20][CH2:19][C@@H:18]2[C:23]2[N:27]([CH3:28])[N:26]=[CH:25][CH:24]=2)[CH:14]=[CH:15][C:10]=1[S:7]([NH:6][C:31]1[CH:36]=[CH:35][N:34]=[CH:33][N:32]=1)(=[O:8])=[O:9]. The reactants are COC1C=C(OC)C=CC=1C[N:6]([C:31]1[CH:36]=[CH:35][N:34]=[CH:33][N:32]=1)[S:7]([C:10]1[CH:15]=[CH:14][C:13]([O:16][C@H:17]2[CH2:22][CH2:21][CH2:20][CH2:19][C@@H:18]2[C:23]2[N:27]([CH3:28])[N:26]=[CH:25][CH:24]=2)=[C:12]([CH3:29])[C:11]=1[F:30])(=[O:9])=[O:8].C([SiH](CC)CC)C.FC(F)(F)C(O)=O. (2) The reactants are Cl[C:2]1[N:7]2[N:8]=[CH:9][CH:10]=[C:6]2[N:5]=[C:4]([NH:11][C:12](=[O:23])[C:13]2[CH:18]=[CH:17][C:16]([C:19]([OH:22])([CH3:21])[CH3:20])=[CH:15][CH:14]=2)[CH:3]=1.[F:24][CH:25]1[CH2:29][CH2:28][NH:27][CH2:26]1. The catalyst is CN1C(=O)CCC1.CS(C)=O.CO. The product is [F:24][CH:25]1[CH2:29][CH2:28][N:27]([C:2]2[N:7]3[N:8]=[CH:9][CH:10]=[C:6]3[N:5]=[C:4]([NH:11][C:12](=[O:23])[C:13]3[CH:18]=[CH:17][C:16]([C:19]([OH:22])([CH3:21])[CH3:20])=[CH:15][CH:14]=3)[CH:3]=2)[CH2:26]1. The yield is 0.540. (3) The reactants are [F:1][C:2]1[CH:3]=[C:4]2[N:10]=[CH:9][N:8]([CH2:11][C:12]3[CH:23]=[CH:22][C:15]4[N:16]=[C:17](S(C)=O)[O:18][C:14]=4[CH:13]=3)[C:5]2=[N:6][CH:7]=1.[NH2:24][C@@H:25]1[CH2:30][CH2:29][CH2:28][CH2:27][C@H:26]1[OH:31].CCN(C(C)C)C(C)C.O. The catalyst is CC(N(C)C)=O. The product is [F:1][C:2]1[CH:3]=[C:4]2[N:10]=[CH:9][N:8]([CH2:11][C:12]3[CH:23]=[CH:22][C:15]4[N:16]=[C:17]([NH:24][C@@H:25]5[CH2:30][CH2:29][CH2:28][CH2:27][C@H:26]5[OH:31])[O:18][C:14]=4[CH:13]=3)[C:5]2=[N:6][CH:7]=1. The yield is 0.270. (4) The product is [F:26][C:23]1[CH:24]=[CH:25][C:20]([CH2:19][CH2:18][C@H:10]2[CH2:9][C@@H:8]([C:6]3[O:7][NH:30][C:4](=[O:3])[CH:5]=3)[CH2:13][CH2:12][N:11]2[C:14]([O:16][CH3:17])=[O:15])=[CH:21][CH:22]=1. The catalyst is CO.O.C(Cl)Cl. The yield is 0.660. The reactants are C([O:3][C:4](=O)[CH2:5][C:6]([C@H:8]1[CH2:13][CH2:12][N:11]([C:14]([O:16][CH3:17])=[O:15])[C@@H:10]([CH2:18][CH2:19][C:20]2[CH:25]=[CH:24][C:23]([F:26])=[CH:22][CH:21]=2)[CH2:9]1)=[O:7])C.[OH-].[Na+].[NH2:30]O.Cl.